From a dataset of Kir2.1 potassium channel HTS with 301,493 compounds. Binary Classification. Given a drug SMILES string, predict its activity (active/inactive) in a high-throughput screening assay against a specified biological target. (1) The molecule is O=C(NCCN1CCN(CC1)Cc1ccc([N+]([O-])=O)cc1)C(=O)Nc1ccc(CCCC)cc1. The result is 0 (inactive). (2) The drug is OC(=O)c1c(Nc2c(cc(cc2C)C)C)nccc1. The result is 0 (inactive). (3) The drug is Clc1ccc(C(=O)n2c(c(c3c2ccc(OC)c3)CC(OCC(=O)N(C)C)=O)C)cc1. The result is 0 (inactive). (4) The compound is Fc1c(NC(=O)c2c(n(nc2)c2ccccc2)C)cccc1. The result is 0 (inactive). (5) The molecule is S(c1n(CC(C)C)c(=O)c2c(n1)cccc2)Cc1oc(cc1)C(OC)=O. The result is 0 (inactive). (6) The molecule is S=C(N1CCN(CC1)C)Nc1cc(OC)ccc1. The result is 0 (inactive). (7) The compound is O=C(NC)c1[nH]cnc1C(=O)NC. The result is 0 (inactive). (8) The compound is s1c2n(c(C(O)(C)C)cc1=O)c1c(n2)cccc1. The result is 0 (inactive). (9) The molecule is Brc1cc(NC(=O)c2ccc(CSc3ccccc3)cc2)ccc1. The result is 0 (inactive). (10) The molecule is Clc1c(cc(S(=O)(=O)N2CCC(CC2)C(OCC(=O)N2C(CCCC2)C)=O)cc1)C(F)(F)F. The result is 0 (inactive).